From a dataset of Peptide-MHC class II binding affinity with 134,281 pairs from IEDB. Regression. Given a peptide amino acid sequence and an MHC pseudo amino acid sequence, predict their binding affinity value. This is MHC class II binding data. The peptide sequence is QNLARTISEAGQAMA. The MHC is HLA-DQA10401-DQB10402 with pseudo-sequence HLA-DQA10401-DQB10402. The binding affinity (normalized) is 0.428.